This data is from Forward reaction prediction with 1.9M reactions from USPTO patents (1976-2016). The task is: Predict the product of the given reaction. (1) The product is: [Cl:28][C:29]1[S:30][C:31]([Cl:38])=[CH:32][C:33]=1[S:34]([NH:1][C:2]1[CH:3]=[CH:4][C:5]([O:24][CH2:25][CH2:26][CH3:27])=[C:6]([C:8]2[NH:13][C:12](=[O:14])[C:11]3=[C:15]([CH3:23])[N:16]=[C:17]([CH:18]4[CH2:22][CH2:21][CH2:20][CH2:19]4)[N:10]3[N:9]=2)[CH:7]=1)(=[O:36])=[O:35]. Given the reactants [NH2:1][C:2]1[CH:3]=[CH:4][C:5]([O:24][CH2:25][CH2:26][CH3:27])=[C:6]([C:8]2[NH:13][C:12](=[O:14])[C:11]3=[C:15]([CH3:23])[N:16]=[C:17]([CH:18]4[CH2:22][CH2:21][CH2:20][CH2:19]4)[N:10]3[N:9]=2)[CH:7]=1.[Cl:28][C:29]1[S:30][C:31]([Cl:38])=[CH:32][C:33]=1[S:34](Cl)(=[O:36])=[O:35].N1C=CC=CC=1, predict the reaction product. (2) The product is: [CH3:2][N:3]([C:33]([C:23]1[C:32]2[C:27](=[CH:28][CH:29]=[CH:30][CH:31]=2)[CH:26]=[CH:25][CH:24]=1)=[O:34])[C@@H:4]([CH2:16][C:17]1[CH:22]=[CH:21][CH:20]=[CH:19][CH:18]=1)[CH2:5][CH2:6][NH:7][C:8]([C:10]1[CH:15]=[CH:14][CH:13]=[CH:12][N:11]=1)=[O:9]. Given the reactants Cl.[CH3:2][NH:3][C@@H:4]([CH2:16][C:17]1[CH:22]=[CH:21][CH:20]=[CH:19][CH:18]=1)[CH2:5][CH2:6][NH:7][C:8]([C:10]1[CH:15]=[CH:14][CH:13]=[CH:12][N:11]=1)=[O:9].[C:23]1([C:33](Cl)=[O:34])[C:32]2[C:27](=[CH:28][CH:29]=[CH:30][CH:31]=2)[CH:26]=[CH:25][CH:24]=1.C(=O)([O-])[O-].[K+].[K+], predict the reaction product.